This data is from Catalyst prediction with 721,799 reactions and 888 catalyst types from USPTO. The task is: Predict which catalyst facilitates the given reaction. (1) Reactant: [CH3:1][CH:2]([NH2:5])[CH2:3][OH:4].[OH:6][CH2:7][C:8](=O)[CH3:9]. Product: [OH:4][CH2:3][CH:2]([NH:5][CH:8]([CH3:9])[CH2:7][OH:6])[CH3:1]. The catalyst class is: 603. (2) Reactant: C1(SC2C=CC(S([NH:17][CH2:18][C:19]([O:21][C:22]([CH3:25])([CH3:24])[CH3:23])=[O:20])(=O)=O)=CC=2)CCCCC1.C([O-])([O-])=O.[K+].[K+].Cl[CH2:33][CH2:34][N:35]1[CH2:40][CH2:39][O:38][CH2:37][CH2:36]1.CN(C)C(=O)C. Product: [N:35]1([CH2:34][CH2:33][NH:17][CH2:18][C:19]([O:21][C:22]([CH3:23])([CH3:24])[CH3:25])=[O:20])[CH2:40][CH2:39][O:38][CH2:37][CH2:36]1. The catalyst class is: 6. (3) Reactant: O[C:2]([C:5]1[S:9][C:8]([NH:10]C(=O)OC(C)(C)C)=[N:7][C:6]=1[CH2:18][CH2:19][O:20]C1CCCCO1)([CH3:4])[CH3:3].Cl.[OH-].[Na+]. Product: [CH3:4][C:2]1([CH3:3])[C:5]2[S:9][C:8]([NH2:10])=[N:7][C:6]=2[CH2:18][CH2:19][O:20]1. The catalyst class is: 1. (4) Reactant: Cl.[NH2:2][C:3]1[C:4]([F:13])=[C:5]([CH:10]=[CH:11][CH:12]=1)[C:6]([O:8][CH3:9])=[O:7].N1C=CC=CC=1.[C:20](Cl)(=[O:27])[C:21]1[CH:26]=[CH:25][CH:24]=[CH:23][CH:22]=1. Product: [C:20]([NH:2][C:3]1[C:4]([F:13])=[C:5]([CH:10]=[CH:11][CH:12]=1)[C:6]([O:8][CH3:9])=[O:7])(=[O:27])[C:21]1[CH:26]=[CH:25][CH:24]=[CH:23][CH:22]=1. The catalyst class is: 2.